Task: Predict the reactants needed to synthesize the given product.. Dataset: Full USPTO retrosynthesis dataset with 1.9M reactions from patents (1976-2016) Given the product [N:28]([C@H:6]1[C@@H:2]([CH3:1])[CH2:3][N:4]([C:18]([O:20][CH2:21][C:22]2[CH:27]=[CH:26][CH:25]=[CH:24][CH:23]=2)=[O:19])[CH2:5]1)=[N+:29]=[N-:30], predict the reactants needed to synthesize it. The reactants are: [CH3:1][C@@H:2]1[C@@H:6](OS(C2C=CC(C)=CC=2)(=O)=O)[CH2:5][N:4]([C:18]([O:20][CH2:21][C:22]2[CH:27]=[CH:26][CH:25]=[CH:24][CH:23]=2)=[O:19])[CH2:3]1.[N-:28]=[N+:29]=[N-:30].[Na+].